Dataset: NCI-60 drug combinations with 297,098 pairs across 59 cell lines. Task: Regression. Given two drug SMILES strings and cell line genomic features, predict the synergy score measuring deviation from expected non-interaction effect. (1) Drug 1: C1=C(C(=O)NC(=O)N1)N(CCCl)CCCl. Drug 2: C1=NC2=C(N=C(N=C2N1C3C(C(C(O3)CO)O)O)F)N. Cell line: HOP-62. Synergy scores: CSS=35.1, Synergy_ZIP=-5.68, Synergy_Bliss=-3.38, Synergy_Loewe=-4.97, Synergy_HSA=-2.81. (2) Drug 1: CC1=C(C=C(C=C1)C(=O)NC2=CC(=CC(=C2)C(F)(F)F)N3C=C(N=C3)C)NC4=NC=CC(=N4)C5=CN=CC=C5. Drug 2: CC1CCC2CC(C(=CC=CC=CC(CC(C(=O)C(C(C(=CC(C(=O)CC(OC(=O)C3CCCCN3C(=O)C(=O)C1(O2)O)C(C)CC4CCC(C(C4)OC)OCCO)C)C)O)OC)C)C)C)OC. Cell line: NCIH23. Synergy scores: CSS=6.69, Synergy_ZIP=2.88, Synergy_Bliss=5.18, Synergy_Loewe=2.87, Synergy_HSA=2.33. (3) Drug 1: CC1=C2C(C(=O)C3(C(CC4C(C3C(C(C2(C)C)(CC1OC(=O)C(C(C5=CC=CC=C5)NC(=O)OC(C)(C)C)O)O)OC(=O)C6=CC=CC=C6)(CO4)OC(=O)C)OC)C)OC. Drug 2: CN1C(=O)N2C=NC(=C2N=N1)C(=O)N. Cell line: DU-145. Synergy scores: CSS=58.9, Synergy_ZIP=12.2, Synergy_Bliss=10.1, Synergy_Loewe=-33.9, Synergy_HSA=7.71. (4) Drug 1: CN1CCC(CC1)COC2=C(C=C3C(=C2)N=CN=C3NC4=C(C=C(C=C4)Br)F)OC. Drug 2: CC1CCC2CC(C(=CC=CC=CC(CC(C(=O)C(C(C(=CC(C(=O)CC(OC(=O)C3CCCCN3C(=O)C(=O)C1(O2)O)C(C)CC4CCC(C(C4)OC)OCCO)C)C)O)OC)C)C)C)OC. Cell line: MALME-3M. Synergy scores: CSS=16.9, Synergy_ZIP=-5.59, Synergy_Bliss=-3.09, Synergy_Loewe=-13.2, Synergy_HSA=-2.25.